From a dataset of Forward reaction prediction with 1.9M reactions from USPTO patents (1976-2016). Predict the product of the given reaction. Given the reactants Br[C:2]1[CH:7]=[CH:6][C:5]([F:8])=[CH:4][C:3]=1[C:9]1[N:13]([C:14]([CH3:17])([CH3:16])[CH3:15])[N:12]=[CH:11][C:10]=1[C@@H:18]([CH:33]1[CH2:35][CH2:34]1)[NH:19][S:20]([C:23]1[CH:24]=[N:25][C:26]([C:29]([F:32])([F:31])[F:30])=[CH:27][CH:28]=1)(=[O:22])=[O:21], predict the reaction product. The product is: [C:14]([N:13]1[C:9]2[C:3]3[CH:4]=[C:5]([F:8])[CH:6]=[CH:7][C:2]=3[N:19]([S:20]([C:23]3[CH:24]=[N:25][C:26]([C:29]([F:32])([F:30])[F:31])=[CH:27][CH:28]=3)(=[O:21])=[O:22])[C@H:18]([CH:33]3[CH2:35][CH2:34]3)[C:10]=2[CH:11]=[N:12]1)([CH3:16])([CH3:17])[CH3:15].